This data is from Catalyst prediction with 721,799 reactions and 888 catalyst types from USPTO. The task is: Predict which catalyst facilitates the given reaction. (1) Reactant: Br[C:2]1[CH:3]=[C:4]2[C:8](=[CH:9][CH:10]=1)[CH2:7][CH:6]([OH:11])[CH2:5]2.C([O-])(=O)C.[K+].[CH3:17][C:18]1([CH3:34])[C:22]([CH3:24])([CH3:23])[O:21][B:20]([B:20]2[O:21][C:22]([CH3:24])([CH3:23])[C:18]([CH3:34])([CH3:17])[O:19]2)[O:19]1.ClCCl. Product: [CH3:17][C:18]1([CH3:34])[C:22]([CH3:24])([CH3:23])[O:21][B:20]([C:2]2[CH:3]=[C:4]3[C:8](=[CH:9][CH:10]=2)[CH2:7][CH:6]([OH:11])[CH2:5]3)[O:19]1. The catalyst class is: 75. (2) Reactant: [F:1][C:2]1[CH:3]=[C:4]([CH:24]=[C:25]([F:27])[CH:26]=1)[O:5][C:6]1[CH:7]=[CH:8][C:9]([N+:21]([O-])=O)=[C:10]([CH2:12][NH:13][C:14](=[O:20])[O:15][C:16]([CH3:19])([CH3:18])[CH3:17])[CH:11]=1.[Cl-].[NH4+].C(O)C. Product: [NH2:21][C:9]1[CH:8]=[CH:7][C:6]([O:5][C:4]2[CH:3]=[C:2]([F:1])[CH:26]=[C:25]([F:27])[CH:24]=2)=[CH:11][C:10]=1[CH2:12][NH:13][C:14](=[O:20])[O:15][C:16]([CH3:18])([CH3:17])[CH3:19]. The catalyst class is: 150.